Dataset: Reaction yield outcomes from USPTO patents with 853,638 reactions. Task: Predict the reaction yield, written as a fraction of the theoretical maximum amount of product (1.0 means a 100% yield; for example, 0.34 means a 34% yield). (1) The reactants are [CH2:1]([N:8]1[CH:17]=[C:16](Br)[C:15]2[C:10](=[CH:11][CH:12]=[C:13]([O:19][CH3:20])[CH:14]=2)[C:9]1=[O:21])[C:2]1[CH:7]=[CH:6][CH:5]=[CH:4][CH:3]=1.C(=O)([O-])[O-].[Cs+].[Cs+].[F:28][C:29]1[CH:30]=[C:31](B(O)O)[CH:32]=[C:33]([F:36])[C:34]=1[F:35]. The catalyst is C1C=CC([P]([Pd]([P](C2C=CC=CC=2)(C2C=CC=CC=2)C2C=CC=CC=2)([P](C2C=CC=CC=2)(C2C=CC=CC=2)C2C=CC=CC=2)[P](C2C=CC=CC=2)(C2C=CC=CC=2)C2C=CC=CC=2)(C2C=CC=CC=2)C2C=CC=CC=2)=CC=1. The product is [CH2:1]([N:8]1[CH:17]=[C:16]([C:31]2[CH:30]=[C:29]([F:28])[C:34]([F:35])=[C:33]([F:36])[CH:32]=2)[C:15]2[C:10](=[CH:11][CH:12]=[C:13]([O:19][CH3:20])[CH:14]=2)[C:9]1=[O:21])[C:2]1[CH:7]=[CH:6][CH:5]=[CH:4][CH:3]=1. The yield is 0.768. (2) The reactants are S(=O)(=O)(O)O.[Br:6][C:7]1[CH:12]=[CH:11][C:10]([CH2:13][C:14]([OH:16])=[O:15])=[CH:9][CH:8]=1.[CH3:17]O. No catalyst specified. The product is [CH3:17][O:15][C:14](=[O:16])[CH2:13][C:10]1[CH:9]=[CH:8][C:7]([Br:6])=[CH:12][CH:11]=1. The yield is 0.980. (3) The reactants are [CH3:1][C:2]1[N:6]=[CH:5][NH:4][N:3]=1.F[C:8]1[CH:13]=[CH:12][C:11]([N+:14]([O-:16])=[O:15])=[CH:10][C:9]=1[F:17].C(=O)(O)[O-].[Na+].O. The catalyst is CS(C)=O. The product is [F:17][C:9]1[CH:10]=[C:11]([N+:14]([O-:16])=[O:15])[CH:12]=[CH:13][C:8]=1[N:4]1[CH:5]=[N:6][C:2]([CH3:1])=[N:3]1. The yield is 0.170. (4) The reactants are [C:1]1([CH:7]([C:19]2[CH:24]=[CH:23][CH:22]=[CH:21][CH:20]=2)[N:8]2[C:16]3[C:11](=[C:12]([F:17])[CH:13]=[CH:14][CH:15]=3)[C:10](I)=[CH:9]2)[CH:6]=[CH:5][CH:4]=[CH:3][CH:2]=1.I([O-])(=O)(=O)=[O:26].[Na+].[OH2:31]. The catalyst is C(#N)C.C(OCC)(=O)C.O.[Ru](Cl)(Cl)Cl. The product is [C:1]1([CH:7]([C:19]2[CH:24]=[CH:23][CH:22]=[CH:21][CH:20]=2)[N:8]2[C:16]3[C:11](=[C:12]([F:17])[CH:13]=[CH:14][CH:15]=3)[C:10](=[O:31])[C:9]2=[O:26])[CH:6]=[CH:5][CH:4]=[CH:3][CH:2]=1. The yield is 0.250. (5) The reactants are O[C@@:2]([CH3:54])([C:5](=[O:53])[C@@H:6]([NH:11][C:12](=[O:52])[C@@H:13]([NH:21][C:22](=[O:51])[C@@H:23]([N:28](C)[C:29](=[O:49])[C@@H:30]([NH:39][C:40](=[O:48])[CH2:41][N:42]1[CH2:47][CH2:46][O:45][CH2:44][CH2:43]1)[CH2:31][CH2:32][C:33]1[CH:38]=[CH:37][CH:36]=[CH:35][CH:34]=1)[CH2:24][CH:25]([CH3:27])[CH3:26])[CH2:14][C:15]1[CH:20]=[CH:19][CH:18]=[CH:17][CH:16]=1)[CH2:7][CH:8]([CH3:10])[CH3:9])[CH2:3][I:4].[CH3:55][O:56][C:57]1[CH:71]=[CH:70][C:60]([CH2:61][O:62][C:63](=[O:69])[CH2:64][CH2:65][C:66]([OH:68])=[O:67])=[CH:59][CH:58]=1.C1CCC(N=C=NC2CCCCC2)CC1. The catalyst is C(Cl)Cl.CN(C1C=CN=CC=1)C. The product is [C:66]([O:68][C@:2]([CH3:54])([CH2:3][I:4])[C:5](=[O:53])[C@H:6]([CH2:7][CH:8]([CH3:9])[CH3:10])[NH:11][C:12](=[O:52])[C@H:13]([CH2:14][C:15]1[CH:16]=[CH:17][CH:18]=[CH:19][CH:20]=1)[NH:21][C:22](=[O:51])[C@H:23]([CH2:24][CH:25]([CH3:27])[CH3:26])[NH:28][C:29](=[O:49])[C@H:30]([CH2:31][CH2:32][C:33]1[CH:38]=[CH:37][CH:36]=[CH:35][CH:34]=1)[NH:39][C:40](=[O:48])[CH2:41][N:42]1[CH2:43][CH2:44][O:45][CH2:46][CH2:47]1)(=[O:67])[CH2:65][CH2:64][C:63]([O:62][CH2:61][C:60]1[CH:59]=[CH:58][C:57]([O:56][CH3:55])=[CH:71][CH:70]=1)=[O:69]. The yield is 0.900. (6) The reactants are Cl[C:2]1[N:7]=[C:6]([C:8]2[CH:13]=[CH:12][CH:11]=[CH:10][CH:9]=2)[N:5]=[C:4]([N:14]2[CH2:19][CH2:18][O:17][CH2:16][CH2:15]2)[CH:3]=1.[CH3:20][O:21][C:22]1[CH:27]=[CH:26][CH:25]=[C:24]([NH2:28])[CH:23]=1.Cl.[OH-].[Na+]. The catalyst is O.C(O)C. The product is [O:17]1[CH2:18][CH2:19][N:14]([C:4]2[N:5]=[C:6]([C:8]3[CH:13]=[CH:12][CH:11]=[CH:10][CH:9]=3)[N:7]=[C:2]([NH:28][C:24]3[CH:25]=[CH:26][CH:27]=[C:22]([O:21][CH3:20])[CH:23]=3)[CH:3]=2)[CH2:15][CH2:16]1. The yield is 0.0900. (7) The reactants are [NH2:1][C@H:2](C(N)=O)[CH2:3][C:4]1C=CC(O)=C[CH:5]=1.Cl.C([N:17]([CH2:20]C)[CH2:18][CH3:19])C.FC(F)(F)C(OC1C(F)=C(F)C(F)=C(F)C=1F)=O. No catalyst specified. The product is [N:17]1[C:18]2[CH:19]=[CH:5][CH:4]=[CH:3][C:2]=2[NH:1][CH:20]=1. The yield is 0.500. (8) The reactants are [NH3:1].Cl[C:3]1[C:8]([CH2:9][C:10]2[CH:15]=[C:14]([Cl:16])[C:13]([O:17][CH3:18])=[CH:12][C:11]=2[CH:19]([CH3:21])[CH3:20])=[CH:7][N:6]=[C:5]([S:22][CH3:23])[N:4]=1. The catalyst is CCO. The product is [Cl:16][C:14]1[C:13]([O:17][CH3:18])=[CH:12][C:11]([CH:19]([CH3:21])[CH3:20])=[C:10]([CH:15]=1)[CH2:9][C:8]1[C:3]([NH2:1])=[N:4][C:5]([S:22][CH3:23])=[N:6][CH:7]=1. The yield is 0.920. (9) The catalyst is C1(C)C=CC=CC=1.CC1C=CC=CC=1[P](C1C=CC=CC=1C)([Pd](Cl)(Cl)[P](C1=C(C)C=CC=C1)(C1C=CC=CC=1C)C1C=CC=CC=1C)C1C=CC=CC=1C. The reactants are Br[C:2]1[CH:7]=[CH:6][C:5]([C:8]([CH3:11])([CH3:10])[CH3:9])=[CH:4][CH:3]=1.[NH:12]1[CH2:17][CH2:16][NH:15][CH2:14][CH2:13]1.CC(C)([O-])C.[Na+]. The yield is 0.482. The product is [C:8]([C:5]1[CH:6]=[CH:7][C:2]([N:12]2[CH2:17][CH2:16][NH:15][CH2:14][CH2:13]2)=[CH:3][CH:4]=1)([CH3:11])([CH3:10])[CH3:9].